Dataset: Reaction yield outcomes from USPTO patents with 853,638 reactions. Task: Predict the reaction yield, written as a fraction of the theoretical maximum amount of product (1.0 means a 100% yield; for example, 0.34 means a 34% yield). The reactants are [OH:1][CH2:2][CH2:3][N:4]([CH3:16])[C:5]1[CH:15]=[CH:14][C:8]([C:9]([O:11]CC)=[O:10])=[CH:7][CH:6]=1.[OH-].[Na+].O. The catalyst is CO. The product is [OH:1][CH2:2][CH2:3][N:4]([CH3:16])[C:5]1[CH:15]=[CH:14][C:8]([C:9]([OH:11])=[O:10])=[CH:7][CH:6]=1. The yield is 0.270.